This data is from Reaction yield outcomes from USPTO patents with 853,638 reactions. The task is: Predict the reaction yield, written as a fraction of the theoretical maximum amount of product (1.0 means a 100% yield; for example, 0.34 means a 34% yield). The reactants are [C:1]([NH:11][C@H:12]([C:16]([O:18][C:19]1[CH:24]=[CH:23][CH:22]=[CH:21][C:20]=1[CH2:25][C:26]([O:28]CC1C=CC(OC)=CC=1)=[O:27])=[O:17])[CH:13]([CH3:15])[CH3:14])([O:3][CH2:4][C:5]1[CH:10]=[CH:9][CH:8]=[CH:7][CH:6]=1)=[O:2].FC(F)(F)C(O)=O. The catalyst is ClCCl. The product is [C:1]([NH:11][C@H:12]([C:16]([O:18][C:19]1[CH:24]=[CH:23][CH:22]=[CH:21][C:20]=1[CH2:25][C:26]([OH:28])=[O:27])=[O:17])[CH:13]([CH3:15])[CH3:14])([O:3][CH2:4][C:5]1[CH:10]=[CH:9][CH:8]=[CH:7][CH:6]=1)=[O:2]. The yield is 0.800.